From a dataset of Full USPTO retrosynthesis dataset with 1.9M reactions from patents (1976-2016). Predict the reactants needed to synthesize the given product. (1) Given the product [ClH:52].[NH2:27][C@@H:23]1[CH2:24][CH2:25][CH2:26][N:21]([C:2]2[C:7]([F:8])=[CH:6][N:5]=[C:4]3[NH:9][CH:10]=[C:11]([NH:12][C:13](=[O:20])[C:14]4[CH:19]=[CH:18][CH:17]=[N:16][CH:15]=4)[C:3]=23)[CH2:22]1, predict the reactants needed to synthesize it. The reactants are: F[C:2]1[C:7]([F:8])=[CH:6][N:5]=[C:4]2[NH:9][CH:10]=[C:11]([NH:12][C:13](=[O:20])[C:14]3[CH:19]=[CH:18][CH:17]=[N:16][CH:15]=3)[C:3]=12.[NH:21]1[CH2:26][CH2:25][CH2:24][C@@H:23]([NH:27]C(=O)OC(C)(C)C)[CH2:22]1.CCN(C(C)C)C(C)C.C(O)(C(F)(F)F)=O.C(Cl)[Cl:52]. (2) Given the product [N:1]1([C:15]2[O:16][C:17]3[CH:23]=[CH:22][CH:21]=[CH:20][C:18]=3[N:19]=2)[CH2:6][CH2:5][NH:4][CH2:3][CH2:2]1, predict the reactants needed to synthesize it. The reactants are: [NH:1]1[CH2:6][CH2:5][NH:4][CH2:3][CH2:2]1.C(N(CC)CC)C.Cl[C:15]1[O:16][C:17]2[CH:23]=[CH:22][CH:21]=[CH:20][C:18]=2[N:19]=1.O. (3) Given the product [CH:8]1([C:11](=[O:12])[S:7][C:2]2[CH:3]=[CH:4][CH:5]=[CH:6][N:1]=2)[CH2:10][CH2:9]1, predict the reactants needed to synthesize it. The reactants are: [N:1]1[CH:6]=[CH:5][CH:4]=[CH:3][C:2]=1[SH:7].[CH:8]1([C:11](Cl)=[O:12])[CH2:10][CH2:9]1. (4) Given the product [CH3:4][C:2]([Si:5]([CH3:19])([CH3:18])[O:6][CH2:7][C@@H:8]1[CH2:17][N:16]2[C@H:11]([CH2:12][O:13][CH2:14][CH2:15]2)[CH2:10][N:9]1[CH2:26][C:20]1[CH:25]=[CH:24][CH:23]=[CH:22][CH:21]=1)([CH3:1])[CH3:3], predict the reactants needed to synthesize it. The reactants are: [CH3:1][C:2]([Si:5]([CH3:19])([CH3:18])[O:6][CH2:7][C@@H:8]1[CH2:17][N:16]2[C@H:11]([CH2:12][O:13][CH2:14][CH2:15]2)[CH2:10][NH:9]1)([CH3:4])[CH3:3].[C:20]1([CH:26]=O)[CH:25]=[CH:24][CH:23]=[CH:22][CH:21]=1.CC(O)=O.C(O[BH-](OC(=O)C)OC(=O)C)(=O)C.[Na+].C([O-])(O)=O.[Na+]. (5) Given the product [Cl:1][C:2]1[CH:3]=[C:4]([C:5](=[O:6])[CH3:14])[CH:11]=[CH:12][N:13]=1, predict the reactants needed to synthesize it. The reactants are: [Cl:1][C:2]1[CH:3]=[C:4]([CH:11]=[CH:12][N:13]=1)[C:5](N(OC)C)=[O:6].[CH3:14][Mg]Br. (6) The reactants are: [Cl:1][C:2]1[C:3]([CH:8]([NH2:25])[C:9]2[CH:18]=[C:17]3[C:12]([CH:13]=[CH:14][C:15]([C:19]4[CH:24]=[CH:23][CH:22]=[CH:21][CH:20]=4)=[N:16]3)=[CH:11][CH:10]=2)=[N:4][CH:5]=[CH:6][N:7]=1.CCN(C(C)C)C(C)C.Cl[C:36](OC1C=CC([N+]([O-])=O)=CC=1)=[O:37]. Given the product [Cl:1][C:2]1[C:3]2[N:4]([C:36](=[O:37])[NH:25][C:8]=2[C:9]2[CH:18]=[C:17]3[C:12]([CH:13]=[CH:14][C:15]([C:19]4[CH:24]=[CH:23][CH:22]=[CH:21][CH:20]=4)=[N:16]3)=[CH:11][CH:10]=2)[CH:5]=[CH:6][N:7]=1, predict the reactants needed to synthesize it. (7) Given the product [C:1]([O:5][C:6](=[O:7])[NH:8][CH2:9][CH2:10][CH2:11][CH2:12][C:13]1[CH:14]=[CH:15][C:16]([SH:19])=[CH:17][CH:18]=1)([CH3:4])([CH3:2])[CH3:3], predict the reactants needed to synthesize it. The reactants are: [C:1]([O:5][C:6]([NH:8][CH2:9][CH2:10][CH2:11][CH2:12][C:13]1[CH:18]=[CH:17][C:16]([S:19]C(=O)N(C)C)=[CH:15][CH:14]=1)=[O:7])([CH3:4])([CH3:3])[CH3:2].[OH-].[K+]. (8) Given the product [CH3:10][O:11][C:12]1[CH:13]=[CH:14][C:15]2[O:19][C:18]([CH2:20][Br:2])=[CH:17][C:16]=2[CH:22]=1, predict the reactants needed to synthesize it. The reactants are: P(Br)(Br)[Br:2].CN(C)C=O.[CH3:10][O:11][C:12]1[CH:13]=[CH:14][C:15]2[O:19][C:18]([CH2:20]O)=[CH:17][C:16]=2[CH:22]=1.C(=O)([O-])[O-].[Na+].[Na+].